This data is from Full USPTO retrosynthesis dataset with 1.9M reactions from patents (1976-2016). The task is: Predict the reactants needed to synthesize the given product. Given the product [NH2:20][C:21]1[N:22]=[C:23]([CH3:30])[C:24]([C:28]#[N:29])=[C:25]([NH:19][C@H:17]([C:7]2[N:6]=[C:5]3[CH:4]=[CH:3][N:2]([CH3:1])[C:10]3=[CH:9][C:8]=2[CH:11]2[CH2:16][CH2:15][O:14][CH2:13][CH2:12]2)[CH3:18])[N:26]=1, predict the reactants needed to synthesize it. The reactants are: [CH3:1][N:2]1[C:10]2[C:5](=[N:6][C:7]([C@@H:17]([NH2:19])[CH3:18])=[C:8]([CH:11]3[CH2:16][CH2:15][O:14][CH2:13][CH2:12]3)[CH:9]=2)[CH:4]=[CH:3]1.[NH2:20][C:21]1[N:26]=[C:25](Cl)[C:24]([C:28]#[N:29])=[C:23]([CH3:30])[N:22]=1.CCN(CC)CC.